Dataset: Reaction yield outcomes from USPTO patents with 853,638 reactions. Task: Predict the reaction yield, written as a fraction of the theoretical maximum amount of product (1.0 means a 100% yield; for example, 0.34 means a 34% yield). (1) The reactants are [O:1]1[CH:5]=[CH:4][CH:3]=[C:2]1[C:6]([C:8]1[CH:9]=[C:10]([C@@H:14]([CH3:18])[C:15]([OH:17])=O)[CH:11]=[CH:12][CH:13]=1)=[O:7].O1CCOCC1.C1CCC(N=C=NC2CCCCC2)CC1.C1C=CC2N(O)N=NC=2C=1.Cl.[CH3:51][O:52][C:53](=[O:57])[CH:54]([CH3:56])[NH2:55]. The catalyst is CN(C=O)C.CCCCCC.C(N(CC)CC)C. The product is [CH3:51][O:52][C:53](=[O:57])[CH:54]([NH:55][C:15](=[O:17])[C@@H:14]([C:10]1[CH:11]=[CH:12][CH:13]=[C:8]([C:6]([C:2]2[O:1][CH:5]=[CH:4][CH:3]=2)=[O:7])[CH:9]=1)[CH3:18])[CH3:56]. The yield is 0.690. (2) The reactants are Br[C:2]1[CH:23]=[CH:22][C:5]([C:6]([NH:8][S:9]([C:12]2[CH:17]=[CH:16][CH:15]=[CH:14][C:13]=2[S:18](=[O:21])(=[O:20])[NH2:19])(=[O:11])=[O:10])=[O:7])=[CH:4][CH:3]=1.[C:24]([CH:26]1[CH2:30][CH2:29][CH2:28][CH2:27]1)#[CH:25].C(NC(C)C)(C)C. The catalyst is CN(C)C=O.[Cu]I.Cl[Pd](Cl)([P](C1C=CC=CC=1)(C1C=CC=CC=1)C1C=CC=CC=1)[P](C1C=CC=CC=1)(C1C=CC=CC=1)C1C=CC=CC=1. The product is [CH:26]1([C:24]#[C:25][C:2]2[CH:23]=[CH:22][C:5]([C:6]([NH:8][S:9]([C:12]3[CH:17]=[CH:16][CH:15]=[CH:14][C:13]=3[S:18](=[O:21])(=[O:20])[NH2:19])(=[O:11])=[O:10])=[O:7])=[CH:4][CH:3]=2)[CH2:30][CH2:29][CH2:28][CH2:27]1. The yield is 0.160.